From a dataset of Full USPTO retrosynthesis dataset with 1.9M reactions from patents (1976-2016). Predict the reactants needed to synthesize the given product. (1) Given the product [F:42][CH:40]([F:41])[C:32]1[N:31]([C:21]2[N:22]=[C:23]([N:25]3[CH2:26][CH2:27][O:28][CH2:29][CH2:30]3)[N:24]=[C:19]([NH:8][CH:5]3[CH2:6][CH2:7][N:2]([CH3:1])[CH2:3][CH2:4]3)[N:20]=2)[C:35]2[CH:36]=[CH:37][CH:38]=[CH:39][C:34]=2[N:33]=1, predict the reactants needed to synthesize it. The reactants are: [CH3:1][N:2]1[CH2:7][CH2:6][CH:5]([NH2:8])[CH2:4][CH2:3]1.C(N(CC)C(C)C)(C)C.Cl[C:19]1[N:24]=[C:23]([N:25]2[CH2:30][CH2:29][O:28][CH2:27][CH2:26]2)[N:22]=[C:21]([N:31]2[C:35]3[CH:36]=[CH:37][CH:38]=[CH:39][C:34]=3[N:33]=[C:32]2[CH:40]([F:42])[F:41])[N:20]=1.C(=O)(O)[O-].[Na+]. (2) Given the product [CH:1]1([CH2:7][CH2:8][CH2:9][C@@H:10]([C:19]2[O:23][N:22]=[C:21]([CH2:24][S:25]([C:28]3[CH:33]=[CH:32][CH:31]=[CH:30][CH:29]=3)(=[O:26])=[O:27])[N:20]=2)[CH2:11][C:12]([OH:14])=[O:13])[CH2:6][CH2:5][CH2:4][CH2:3][CH2:2]1, predict the reactants needed to synthesize it. The reactants are: [CH:1]1([CH2:7][CH2:8][CH2:9][C@@H:10]([C:19]2[O:23][N:22]=[C:21]([CH2:24][S:25]([C:28]3[CH:33]=[CH:32][CH:31]=[CH:30][CH:29]=3)(=[O:27])=[O:26])[N:20]=2)[CH2:11][C:12]([O:14]C(C)(C)C)=[O:13])[CH2:6][CH2:5][CH2:4][CH2:3][CH2:2]1.FC(F)(F)C(O)=O. (3) Given the product [F:12][C:3]1[CH:4]=[C:5]2[CH:10]=[CH:9][N:8]([CH3:11])[C:6]2=[N:7][C:2]=1[O:20][CH2:19][C:14]1[CH:15]=[CH:16][CH:17]=[CH:18][N:13]=1, predict the reactants needed to synthesize it. The reactants are: Cl[C:2]1[N:7]=[C:6]2[N:8]([CH3:11])[CH:9]=[CH:10][C:5]2=[CH:4][C:3]=1[F:12].[N:13]1[CH:18]=[CH:17][CH:16]=[CH:15][C:14]=1[CH2:19][OH:20].[H-].[Na+]. (4) Given the product [CH3:26][C:25]1[N:1]([CH2:2][C:3]2[CH:8]=[CH:7][C:6]([C:9]3[CH:14]=[CH:13][CH:12]=[CH:11][C:10]=3[C:15]3[NH:19][N:18]=[N:17][N:16]=3)=[CH:5][CH:4]=2)[C:21]([CH3:23])=[CH:20][CH:24]=1, predict the reactants needed to synthesize it. The reactants are: [NH2:1][CH2:2][C:3]1[CH:8]=[CH:7][C:6]([C:9]2[CH:14]=[CH:13][CH:12]=[CH:11][C:10]=2[C:15]2[NH:19][N:18]=[N:17][N:16]=2)=[CH:5][CH:4]=1.[CH2:20]([CH2:24][C:25](=O)[CH3:26])[C:21]([CH3:23])=O.CC(O)=O. (5) Given the product [ClH:14].[CH2:1]([NH:8][CH2:12][CH2:11][NH:22][C:21]1[CH:23]=[CH:24][C:18]([CH:15]([CH3:17])[CH3:16])=[CH:19][CH:20]=1)[C:2]1[CH:3]=[CH:4][CH:5]=[CH:6][CH:7]=1, predict the reactants needed to synthesize it. The reactants are: [CH2:1]([N:8]1[CH2:12][CH2:11]OC1=O)[C:2]1[CH:7]=[CH:6][CH:5]=[CH:4][CH:3]=1.[ClH:14].[CH:15]([C:18]1[CH:24]=[CH:23][C:21]([NH2:22])=[CH:20][CH:19]=1)([CH3:17])[CH3:16].C(OCC)(=O)C. (6) The reactants are: [ClH:1].[CH2:2]([C:4]1[S:26][C:7]2[N:8]=[CH:9][N:10]=[C:11]([N:12]3[CH2:17][CH2:16][CH:15]([NH:18]C(=O)OC(C)(C)C)[CH2:14][CH2:13]3)[C:6]=2[CH:5]=1)[CH3:3]. Given the product [ClH:1].[ClH:1].[CH2:2]([C:4]1[S:26][C:7]2[N:8]=[CH:9][N:10]=[C:11]([N:12]3[CH2:17][CH2:16][CH:15]([NH2:18])[CH2:14][CH2:13]3)[C:6]=2[CH:5]=1)[CH3:3], predict the reactants needed to synthesize it. (7) Given the product [CH:1]1([C:4]2[N:5]=[CH:6][C:7]([O:10][CH:11]3[C:26](=[O:27])[N:14]4[CH2:15][CH2:16][N:17]([S:37]([C:33]5[CH:34]=[CH:35][CH:36]=[C:31]([C:30]([F:42])([F:41])[F:29])[CH:32]=5)(=[O:39])=[O:38])[CH2:18][CH:13]4[CH2:12]3)=[N:8][CH:9]=2)[CH2:3][CH2:2]1, predict the reactants needed to synthesize it. The reactants are: [CH:1]1([C:4]2[N:5]=[CH:6][C:7]([O:10][CH:11]3[C:26](=[O:27])[N:14]4[CH2:15][CH2:16][N:17](C(OC(C)(C)C)=O)[CH2:18][CH:13]4[CH2:12]3)=[N:8][CH:9]=2)[CH2:3][CH2:2]1.Cl.[F:29][C:30]([F:42])([F:41])[C:31]1[CH:32]=[C:33]([S:37](Cl)(=[O:39])=[O:38])[CH:34]=[CH:35][CH:36]=1.C(N(CC)CC)C.